From a dataset of Forward reaction prediction with 1.9M reactions from USPTO patents (1976-2016). Predict the product of the given reaction. Given the reactants [CH3:1][CH:2]([CH3:33])[C@H:3]([N:7]([C:26](=[O:32])[CH2:27][CH2:28][C:29](=[O:31])[CH3:30])[CH2:8][C:9]1[CH:14]=[CH:13][C:12]([C:15]2[CH:20]=[CH:19][CH:18]=[CH:17][C:16]=2[C:21]2[NH:25][N:24]=[N:23][N:22]=2)=[CH:11][CH:10]=1)[C:4]([OH:6])=[O:5].[BH4-].[Na+], predict the reaction product. The product is: [OH:31][CH:29]([CH3:30])[CH2:28][CH2:27][C:26]([N:7]([CH2:8][C:9]1[CH:14]=[CH:13][C:12]([C:15]2[CH:20]=[CH:19][CH:18]=[CH:17][C:16]=2[C:21]2[NH:25][N:24]=[N:23][N:22]=2)=[CH:11][CH:10]=1)[C@@H:3]([CH:2]([CH3:1])[CH3:33])[C:4]([OH:6])=[O:5])=[O:32].